This data is from NCI-60 drug combinations with 297,098 pairs across 59 cell lines. The task is: Regression. Given two drug SMILES strings and cell line genomic features, predict the synergy score measuring deviation from expected non-interaction effect. (1) Drug 1: COC1=CC(=CC(=C1O)OC)C2C3C(COC3=O)C(C4=CC5=C(C=C24)OCO5)OC6C(C(C7C(O6)COC(O7)C8=CC=CS8)O)O. Drug 2: CS(=O)(=O)CCNCC1=CC=C(O1)C2=CC3=C(C=C2)N=CN=C3NC4=CC(=C(C=C4)OCC5=CC(=CC=C5)F)Cl. Cell line: NCI-H322M. Synergy scores: CSS=25.1, Synergy_ZIP=-1.04, Synergy_Bliss=2.68, Synergy_Loewe=-7.98, Synergy_HSA=2.96. (2) Drug 2: C1CC(CCC1OC2=C(C(=CC=C2)Cl)F)(CC3=NC(=CC=C3)NC4=NC=CS4)C(=O)O. Drug 1: CC1=C(C(=O)C2=C(C1=O)N3CC4C(C3(C2COC(=O)N)OC)N4)N. Synergy scores: CSS=47.8, Synergy_ZIP=-3.36, Synergy_Bliss=-3.97, Synergy_Loewe=-10.7, Synergy_HSA=2.34. Cell line: HCT116. (3) Drug 1: CC1=C2C(C(=O)C3(C(CC4C(C3C(C(C2(C)C)(CC1OC(=O)C(C(C5=CC=CC=C5)NC(=O)OC(C)(C)C)O)O)OC(=O)C6=CC=CC=C6)(CO4)OC(=O)C)OC)C)OC. Drug 2: CN(CCCl)CCCl.Cl. Synergy scores: CSS=45.5, Synergy_ZIP=-3.57, Synergy_Bliss=-3.90, Synergy_Loewe=-10.8, Synergy_HSA=-1.17. Cell line: U251. (4) Drug 1: C1=CC(=CC=C1CCCC(=O)O)N(CCCl)CCCl. Drug 2: CC(C)CN1C=NC2=C1C3=CC=CC=C3N=C2N. Cell line: NCI-H460. Synergy scores: CSS=14.5, Synergy_ZIP=-9.19, Synergy_Bliss=-6.28, Synergy_Loewe=-8.34, Synergy_HSA=-6.61. (5) Drug 1: CCCCC(=O)OCC(=O)C1(CC(C2=C(C1)C(=C3C(=C2O)C(=O)C4=C(C3=O)C=CC=C4OC)O)OC5CC(C(C(O5)C)O)NC(=O)C(F)(F)F)O. Drug 2: CC1=C(C(=O)C2=C(C1=O)N3CC4C(C3(C2COC(=O)N)OC)N4)N. Cell line: HOP-62. Synergy scores: CSS=49.2, Synergy_ZIP=-3.04, Synergy_Bliss=-6.13, Synergy_Loewe=-11.0, Synergy_HSA=-5.67. (6) Drug 1: CC12CCC(CC1=CCC3C2CCC4(C3CC=C4C5=CN=CC=C5)C)O. Drug 2: CCC1=CC2CC(C3=C(CN(C2)C1)C4=CC=CC=C4N3)(C5=C(C=C6C(=C5)C78CCN9C7C(C=CC9)(C(C(C8N6C)(C(=O)OC)O)OC(=O)C)CC)OC)C(=O)OC.C(C(C(=O)O)O)(C(=O)O)O. Cell line: SN12C. Synergy scores: CSS=30.8, Synergy_ZIP=2.31, Synergy_Bliss=3.67, Synergy_Loewe=4.79, Synergy_HSA=4.38. (7) Drug 1: C(CC(=O)O)C(=O)CN.Cl. Drug 2: C1CCC(C(C1)N)N.C(=O)(C(=O)[O-])[O-].[Pt+4]. Cell line: SR. Synergy scores: CSS=65.6, Synergy_ZIP=0.593, Synergy_Bliss=-0.284, Synergy_Loewe=-44.8, Synergy_HSA=0.790.